Dataset: Full USPTO retrosynthesis dataset with 1.9M reactions from patents (1976-2016). Task: Predict the reactants needed to synthesize the given product. (1) Given the product [F:11][C:4]([F:3])([F:10])[C:5](=[O:7])[CH2:13][C:12]([C:15]1[CH:25]=[CH:24][C:18]2[O:19][CH2:20][C:21](=[O:23])[NH:22][C:17]=2[CH:16]=1)=[O:14], predict the reactants needed to synthesize it. The reactants are: [H-].[Na+].[F:3][C:4]([F:11])([F:10])[C:5]([O:7]CC)=O.[C:12]([C:15]1[CH:25]=[CH:24][C:18]2[O:19][CH2:20][C:21](=[O:23])[NH:22][C:17]=2[CH:16]=1)(=[O:14])[CH3:13].C(O)C. (2) Given the product [CH3:1][O:2][C:3]1[CH:8]=[C:7]([CH:6]=[CH:5][N:4]=1)[CH:9]=[O:10], predict the reactants needed to synthesize it. The reactants are: [CH3:1][O:2][C:3]1[CH:8]=[C:7]([CH2:9][OH:10])[CH:6]=[CH:5][N:4]=1.C(N(CC)CC)C.O. (3) Given the product [CH3:1][O:2][C:3](=[O:53])[C@@H:4]([NH:20][C:21]([CH:23]1[CH2:32][C:31]2[CH:30]=[C:29]3[O:33][CH2:34][C@H:35]([C:37]4[CH:42]=[CH:41][C:40]([O:43][CH2:44][C:45]5[CH:50]=[CH:49][C:48]([Cl:51])=[C:47]([Cl:52])[CH:46]=5)=[CH:39][CH:38]=4)[O:36][C:28]3=[CH:27][C:26]=2[CH2:25][N:24]1[CH2:60][C:57]1[CH:58]=[CH:59][N:55]([CH3:54])[N:56]=1)=[O:22])[CH2:5][C:6]1[CH:11]=[CH:10][C:9]([C:12]2[CH:13]=[CH:14][C:15]([C:18]#[N:19])=[CH:16][CH:17]=2)=[CH:8][CH:7]=1, predict the reactants needed to synthesize it. The reactants are: [CH3:1][O:2][C:3](=[O:53])[C@@H:4]([NH:20][C:21]([CH:23]1[CH2:32][C:31]2[CH:30]=[C:29]3[O:33][CH2:34][C@H:35]([C:37]4[CH:42]=[CH:41][C:40]([O:43][CH2:44][C:45]5[CH:50]=[CH:49][C:48]([Cl:51])=[C:47]([Cl:52])[CH:46]=5)=[CH:39][CH:38]=4)[O:36][C:28]3=[CH:27][C:26]=2[CH2:25][NH:24]1)=[O:22])[CH2:5][C:6]1[CH:11]=[CH:10][C:9]([C:12]2[CH:17]=[CH:16][C:15]([C:18]#[N:19])=[CH:14][CH:13]=2)=[CH:8][CH:7]=1.[CH3:54][N:55]1[CH:59]=[CH:58][C:57]([CH:60]=O)=[N:56]1. (4) Given the product [Cl:1][C:2]1[C:3]([O:5][CH2:6][C:7]=1[C:14]1[CH:15]=[CH:16][C:11]([S:10][CH3:9])=[CH:12][CH:13]=1)=[O:4], predict the reactants needed to synthesize it. The reactants are: [Cl:1][C:2]1[C:3]([O:5][CH2:6][C:7]=1Cl)=[O:4].[CH3:9][S:10][C:11]1[CH:16]=[CH:15][C:14](B(O)O)=[CH:13][CH:12]=1.[F-].[Cs+]. (5) Given the product [F:13][C:8]1([F:14])[CH:7]([N:5]2[CH:6]=[C:2]([C:36]3[CH:35]=[N:34][C:33]([C:29]4[CH:30]=[CH:31][CH:32]=[C:27]([C:25]5[CH:24]=[N:23][N:22]([CH3:21])[CH:26]=5)[CH:28]=4)=[N:38][CH:37]=3)[CH:3]=[N:4]2)[CH2:12][CH2:11][NH:10][CH2:9]1, predict the reactants needed to synthesize it. The reactants are: Br[C:2]1[CH:3]=[N:4][N:5]([CH:7]2[CH2:12][CH2:11][NH:10][CH2:9][C:8]2([F:14])[F:13])[CH:6]=1.C(=O)([O-])[O-].[K+].[K+].[CH3:21][N:22]1[CH:26]=[C:25]([C:27]2[CH:28]=[C:29]([C:33]3[N:38]=[CH:37][C:36](B4OC(C)(C)C(C)(C)O4)=[CH:35][N:34]=3)[CH:30]=[CH:31][CH:32]=2)[CH:24]=[N:23]1.ClCCl. (6) Given the product [CH3:34][C:30]1[CH:31]=[CH:32][S:33][C:29]=1[C:16]([C:15]1[S:14][CH:13]=[CH:12][C:11]=1[CH3:10])=[CH:17][CH2:18][CH2:19][N:20]1[CH2:25][C@H:24]([C:26]([OH:28])=[O:27])[CH2:23][CH2:22][CH2:21]1.[C:1]([O-:9])(=[O:8])[C@@H:2]([CH2:4][C:5]([O-:7])=[O:6])[OH:3], predict the reactants needed to synthesize it. The reactants are: [C:1]([OH:9])(=[O:8])[C@@H:2]([CH2:4][C:5]([OH:7])=[O:6])[OH:3].[CH3:10][C:11]1[CH:12]=[CH:13][S:14][C:15]=1[C:16]([C:29]1[S:33][CH:32]=[CH:31][C:30]=1[CH3:34])=[CH:17][CH2:18][CH2:19][N:20]1[CH2:25][C@H:24]([C:26]([OH:28])=[O:27])[CH2:23][CH2:22][CH2:21]1.